From a dataset of Forward reaction prediction with 1.9M reactions from USPTO patents (1976-2016). Predict the product of the given reaction. (1) Given the reactants [C:1]([C:4]1[CH:14]=[CH:13][C:12]2[CH:11]3[CH2:15][CH:7]([CH2:8][N:9]([C:16](=[O:21])C(F)(F)F)[CH2:10]3)[C:6]=2[CH:5]=1)(=[O:3])[CH3:2].[NH4+].[OH-].[C:24]([O:28]C(OC([O:28][C:24]([CH3:27])([CH3:26])[CH3:25])=O)=O)([CH3:27])([CH3:26])[CH3:25].O, predict the reaction product. The product is: [C:24]([O:28][C:16]([N:9]1[CH2:8][CH:7]2[CH2:15][CH:11]([C:12]3[CH:13]=[CH:14][C:4]([C:1](=[O:3])[CH3:2])=[CH:5][C:6]=32)[CH2:10]1)=[O:21])([CH3:27])([CH3:26])[CH3:25]. (2) The product is: [Br:1][C:2]1[CH:9]=[CH:8][C:5]([CH2:6][OH:7])=[CH:4][CH:3]=1. Given the reactants [Br:1][C:2]1[CH:9]=[CH:8][C:5]([CH:6]=[O:7])=[CH:4][CH:3]=1.[BH4-].[Na+], predict the reaction product.